Dataset: Peptide-MHC class I binding affinity with 185,985 pairs from IEDB/IMGT. Task: Regression. Given a peptide amino acid sequence and an MHC pseudo amino acid sequence, predict their binding affinity value. This is MHC class I binding data. The peptide sequence is FLGSHSEPL. The MHC is HLA-B51:01 with pseudo-sequence HLA-B51:01. The binding affinity (normalized) is 0.0847.